This data is from Peptide-MHC class II binding affinity with 134,281 pairs from IEDB. The task is: Regression. Given a peptide amino acid sequence and an MHC pseudo amino acid sequence, predict their binding affinity value. This is MHC class II binding data. (1) The peptide sequence is FQEFMIVPSGAPSFT. The MHC is HLA-DQA10401-DQB10402 with pseudo-sequence HLA-DQA10401-DQB10402. The binding affinity (normalized) is 0.523. (2) The peptide sequence is LIDDVLAILPLDDLK. The MHC is DRB3_0101 with pseudo-sequence DRB3_0101. The binding affinity (normalized) is 0.331.